From a dataset of Full USPTO retrosynthesis dataset with 1.9M reactions from patents (1976-2016). Predict the reactants needed to synthesize the given product. (1) Given the product [CH3:29][C:8]1([NH2:7])[NH:13][CH2:12][C:11]2=[CH:15][N:16]=[C:17]([C:18]3[CH:23]=[CH:22][CH:21]=[C:20]([C:24]([F:27])([F:26])[F:25])[CH:19]=3)[N:10]2[NH:9]1, predict the reactants needed to synthesize it. The reactants are: [H-].[Al+3].[Li+].[H-].[H-].[H-].[NH2:7][C:8]1[NH:13][C:12](=O)[C:11]2=[C:15](C)[N:16]=[C:17]([C:18]3[CH:23]=[CH:22][CH:21]=[C:20]([C:24]([F:27])([F:26])[F:25])[CH:19]=3)[N:10]2[N:9]=1.[CH3:29]OCCOC. (2) Given the product [F:33][C:34]1[CH:42]=[CH:41][CH:40]=[C:39]([F:43])[C:35]=1[C:36]([NH:1][C:4]([CH3:6])([C:7](=[O:13])[C:8]1[CH:12]=[CH:11][S:10][CH:9]=1)[CH3:5])=[O:37], predict the reactants needed to synthesize it. The reactants are: [N:1]([C:4]([C:7](=[O:13])[C:8]1[CH:12]=[CH:11][S:10][CH:9]=1)([CH3:6])[CH3:5])=[N+]=[N-].C1(P(C2C=CC=CC=2)C2C=CC=CC=2)C=CC=CC=1.[F:33][C:34]1[CH:42]=[CH:41][CH:40]=[C:39]([F:43])[C:35]=1[C:36](Cl)=[O:37]. (3) Given the product [CH3:40][C:41]1[CH:42]=[C:43]([CH:59]=[CH:60][CH:61]=1)[CH2:44][N:45]1[CH:49]=[C:48]([C:2]2[C:10]3[C:5](=[N:6][CH:7]=[C:8]([C:11]4[CH:16]=[CH:15][C:14]([N:17]5[CH2:22][CH2:21][N:20]([C:23]([O:25][C:26]([CH3:29])([CH3:28])[CH3:27])=[O:24])[CH2:19][CH2:18]5)=[CH:13][CH:12]=4)[CH:9]=3)[N:4]([S:30]([C:33]3[CH:39]=[CH:38][C:36]([CH3:37])=[CH:35][CH:34]=3)(=[O:32])=[O:31])[CH:3]=2)[CH:47]=[N:46]1, predict the reactants needed to synthesize it. The reactants are: I[C:2]1[C:10]2[C:5](=[N:6][CH:7]=[C:8]([C:11]3[CH:16]=[CH:15][C:14]([N:17]4[CH2:22][CH2:21][N:20]([C:23]([O:25][C:26]([CH3:29])([CH3:28])[CH3:27])=[O:24])[CH2:19][CH2:18]4)=[CH:13][CH:12]=3)[CH:9]=2)[N:4]([S:30]([C:33]2[CH:39]=[CH:38][C:36]([CH3:37])=[CH:35][CH:34]=2)(=[O:32])=[O:31])[CH:3]=1.[CH3:40][C:41]1[CH:42]=[C:43]([CH:59]=[CH:60][CH:61]=1)[CH2:44][N:45]1[CH:49]=[C:48](B2OC(C)(C)C(C)(C)O2)[CH:47]=[N:46]1.C(=O)([O-])[O-].[Na+].[Na+]. (4) Given the product [CH:30]1([N:11]([CH2:10][CH2:9][C:6]2[CH:5]=[CH:4][C:3]([C:1]3[NH:36][CH2:35][CH2:34][N:2]=3)=[CH:8][CH:7]=2)[C:12](=[O:29])[CH2:13][CH2:14][CH2:15][NH:16][CH2:17][S:18]([C:21]2[CH:26]=[CH:25][CH:24]=[C:23]([Cl:27])[C:22]=2[Cl:28])(=[O:20])=[O:19])[CH2:31][CH2:32]1, predict the reactants needed to synthesize it. The reactants are: [C:1]([C:3]1[CH:8]=[CH:7][C:6]([CH2:9][CH2:10][N:11]([CH:30]2[CH2:32][CH2:31]2)[C:12](=[O:29])[CH2:13][CH2:14][CH2:15][NH:16][CH2:17][S:18]([C:21]2[CH:26]=[CH:25][CH:24]=[C:23]([Cl:27])[C:22]=2[Cl:28])(=[O:20])=[O:19])=[CH:5][CH:4]=1)#[N:2].[S].[CH2:34](N)[CH2:35][NH2:36]. (5) Given the product [C:29]([C:28]1[N:33]=[C:11]([C:4]2[CH:3]=[C:2]([Cl:1])[C:7]([CH:8]3[CH2:9][CH2:10]3)=[CH:6][N:5]=2)[O:13][N:27]=1)([CH3:32])([CH3:31])[CH3:30], predict the reactants needed to synthesize it. The reactants are: [Cl:1][C:2]1[C:7]([CH:8]2[CH2:10][CH2:9]2)=[CH:6][N:5]=[C:4]([C:11]([OH:13])=O)[CH:3]=1.C1N=CN(C(N2C=NC=C2)=O)C=1.O[N:27]=[C:28]([NH2:33])[C:29]([CH3:32])([CH3:31])[CH3:30]. (6) Given the product [C:34]([O:38][C:39]([N:41]1[CH2:45][CH2:44][CH2:43][CH:42]1[CH2:46][NH:47][C:48]1[N:53]=[C:52]([O:54][CH3:55])[C:51]([NH:56][C:29]([C:27]2[N:28]=[C:24]([O:23][C:20]3[CH:21]=[C:22]4[C:17](=[CH:18][C:19]=3[CH3:32])[CH2:16][CH2:15][C:14]4([CH3:13])[CH3:33])[S:25][CH:26]=2)=[O:30])=[C:50]([O:59][CH3:60])[N:49]=1)=[O:40])([CH3:37])([CH3:36])[CH3:35], predict the reactants needed to synthesize it. The reactants are: Cl.CN(C)CCCN=C=NCC.[CH3:13][C:14]1([CH3:33])[C:22]2[C:17](=[CH:18][C:19]([CH3:32])=[C:20]([O:23][C:24]3[S:25][CH:26]=[C:27]([C:29](O)=[O:30])[N:28]=3)[CH:21]=2)[CH2:16][CH2:15]1.[C:34]([O:38][C:39]([N:41]1[CH2:45][CH2:44][CH2:43][CH:42]1[CH2:46][NH:47][C:48]1[N:53]=[C:52]([O:54][CH3:55])[C:51]([N+:56]([O-])=O)=[C:50]([O:59][CH3:60])[N:49]=1)=[O:40])([CH3:37])([CH3:36])[CH3:35].OC1C2N=NNC=2C=CC=1.C(N(CC)CC)C. (7) The reactants are: C(O[CH:4](O)[C:5]([C:7]1[CH:8]=[C:9]([NH:13][S:14]([C:17]2[CH:22]=[CH:21][CH:20]=[CH:19][CH:18]=2)(=[O:16])=[O:15])[CH:10]=[CH:11][CH:12]=1)=[O:6])C.[I:24][C:25]1[N:26]=[CH:27][N:28]([CH2:30][CH2:31][C:32]([NH2:35])([CH3:34])[CH3:33])[CH:29]=1.[BH4-].[Na+].C(=O)([O-])[O-].[K+].[K+]. Given the product [OH:6][CH:5]([C:7]1[CH:8]=[C:9]([NH:13][S:14]([C:17]2[CH:18]=[CH:19][CH:20]=[CH:21][CH:22]=2)(=[O:15])=[O:16])[CH:10]=[CH:11][CH:12]=1)[CH2:4][NH:35][C:32]([CH3:34])([CH3:33])[CH2:31][CH2:30][N:28]1[CH:29]=[C:25]([I:24])[N:26]=[CH:27]1, predict the reactants needed to synthesize it. (8) Given the product [N:1]1[CH:6]=[CH:5][C:4]([C:7]2[C:8]([C:16]3[CH:17]=[C:18]([NH:22][C:32](=[O:33])[CH2:31][C:28]4[CH:27]=[CH:26][C:25]([C:24]([F:35])([F:23])[F:36])=[CH:30][CH:29]=4)[CH:19]=[CH:20][CH:21]=3)=[N:9][N:10]3[CH2:15][CH2:14][CH2:13][S:12][C:11]=23)=[CH:3][CH:2]=1, predict the reactants needed to synthesize it. The reactants are: [N:1]1[CH:6]=[CH:5][C:4]([C:7]2[C:8]([C:16]3[CH:17]=[C:18]([NH2:22])[CH:19]=[CH:20][CH:21]=3)=[N:9][N:10]3[CH2:15][CH2:14][CH2:13][S:12][C:11]=23)=[CH:3][CH:2]=1.[F:23][C:24]([F:36])([F:35])[C:25]1[CH:30]=[CH:29][C:28]([CH2:31][C:32](O)=[O:33])=[CH:27][CH:26]=1.CCN(C(C)C)C(C)C.CN(C(ON1N=NC2C=CC=CC1=2)=[N+](C)C)C.[B-](F)(F)(F)F.C([O-])(O)=O.[Na+]. (9) Given the product [C:16]([C:15]1[CH:14]=[CH:13][C:12]([C:7]2[C:6]3[CH2:5][CH2:4][CH2:3][CH:2]([NH:1][S:24](=[O:26])(=[O:25])[NH:23][CH2:20][CH2:21][CH3:22])[C:11]=3[CH:10]=[N:9][CH:8]=2)=[CH:19][CH:18]=1)#[N:17], predict the reactants needed to synthesize it. The reactants are: [NH2:1][CH:2]1[C:11]2[CH:10]=[N:9][CH:8]=[C:7]([C:12]3[CH:19]=[CH:18][C:15]([C:16]#[N:17])=[CH:14][CH:13]=3)[C:6]=2[CH2:5][CH2:4][CH2:3]1.[CH2:20]([NH:23][S:24](Cl)(=[O:26])=[O:25])[CH2:21][CH3:22].CCN(CC)CC.CO. (10) Given the product [CH3:53][C:52]1[CH:54]=[CH:55][C:49]([S:46]([O:19][CH2:18][CH2:17][CH2:16][N:15]=[S@@:12]2(=[O:14])[C:11]([CH3:20])([CH3:21])[C:10]([NH:22][C:23]([O:24][C:25]([CH3:28])([CH3:26])[CH3:27])=[O:29])=[N:9][C@@:8]([C:6]3[C:5]([F:31])=[C:4]([Si:32]([CH2:37][CH3:38])([CH2:35][CH3:36])[CH2:33][CH3:34])[CH:3]=[C:2]([Br:1])[N:7]=3)([CH3:30])[CH2:13]2)(=[O:48])=[O:47])=[CH:50][CH:51]=1, predict the reactants needed to synthesize it. The reactants are: [Br:1][C:2]1[N:7]=[C:6]([C@:8]2([CH3:30])[CH2:13][S@:12](=[N:15][CH2:16][CH2:17][CH2:18][OH:19])(=[O:14])[C:11]([CH3:21])([CH3:20])[C:10]([NH:22][C:23](=[O:29])[O:24][C:25]([CH3:28])([CH3:27])[CH3:26])=[N:9]2)[C:5]([F:31])=[C:4]([Si:32]([CH2:37][CH3:38])([CH2:35][CH3:36])[CH2:33][CH3:34])[CH:3]=1.C(N(CC)CC)C.[S:46](Cl)([C:49]1[CH:55]=[CH:54][C:52]([CH3:53])=[CH:51][CH:50]=1)(=[O:48])=[O:47].[Cl-].[NH4+].